Dataset: Reaction yield outcomes from USPTO patents with 853,638 reactions. Task: Predict the reaction yield, written as a fraction of the theoretical maximum amount of product (1.0 means a 100% yield; for example, 0.34 means a 34% yield). (1) The reactants are [Br:1][C:2]1[CH:3]=[C:4]([C:7](=[O:12])[C:8]([Cl:11])([Cl:10])[Cl:9])[NH:5][CH:6]=1.Cl[C:14](Cl)(Cl)C(C1N(C)C=CC=1)=O. No catalyst specified. The product is [Br:1][C:2]1[CH:3]=[C:4]([C:7](=[O:12])[C:8]([Cl:9])([Cl:10])[Cl:11])[N:5]([CH3:14])[CH:6]=1. The yield is 0.810. (2) The reactants are [F:1][C:2]1[CH:9]=[N:8][CH:7]=[CH:6][C:3]=1[C:4]#[N:5].C[O-].[Na+].[NH2:13][C:14]1[CH:22]=[N:21][CH:20]=[C:19]([O:23][CH3:24])[C:15]=1[C:16]([OH:18])=O. The catalyst is CO. The product is [F:1][C:2]1[CH:9]=[N:8][CH:7]=[CH:6][C:3]=1[C:4]1[N:5]=[C:16]([OH:18])[C:15]2[C:19]([O:23][CH3:24])=[CH:20][N:21]=[CH:22][C:14]=2[N:13]=1. The yield is 0.430. (3) The reactants are [CH:1]1([C:4]2[CH:8]=[C:7]([NH:9][C:10]3[C:15]([C:16]#[C:17][Si](C)(C)C)=[CH:14][N:13]=[C:12]([C:22]4[S:26][C:25]([C:27]([OH:30])([CH3:29])[CH3:28])=[CH:24][CH:23]=4)[N:11]=3)[NH:6][N:5]=2)[CH2:3][CH2:2]1.C([O-])([O-])=O.[K+].[K+]. The catalyst is CO. The product is [CH:1]1([C:4]2[NH:5][N:6]=[C:7]([NH:9][C:10]3[C:15]([C:16]#[CH:17])=[CH:14][N:13]=[C:12]([C:22]4[S:26][C:25]([C:27]([OH:30])([CH3:28])[CH3:29])=[CH:24][CH:23]=4)[N:11]=3)[CH:8]=2)[CH2:3][CH2:2]1. The yield is 0.550. (4) The reactants are [NH2:1][C:2]1[CH:6]=CNN=1.CO[C:9](=[O:18])[C:10]1[CH:15]=[CH:14][CH:13]=[C:12]([Cl:16])[C:11]=1[CH3:17]. No catalyst specified. The product is [Cl:16][C:12]1[C:11]([CH3:17])=[C:10]([C:9](=[O:18])[CH2:6][C:2]#[N:1])[CH:15]=[CH:14][CH:13]=1. The yield is 0.740.